Dataset: CYP1A2 inhibition data for predicting drug metabolism from PubChem BioAssay. Task: Regression/Classification. Given a drug SMILES string, predict its absorption, distribution, metabolism, or excretion properties. Task type varies by dataset: regression for continuous measurements (e.g., permeability, clearance, half-life) or binary classification for categorical outcomes (e.g., BBB penetration, CYP inhibition). Dataset: cyp1a2_veith. (1) The drug is CN(C)Cc1ccccc1-c1ccc2ncnc(NC3CC3)c2c1. The result is 1 (inhibitor). (2) The compound is Nc1ccc(O)c(C(=O)O)c1. The result is 0 (non-inhibitor).